The task is: Predict the reaction yield, written as a fraction of the theoretical maximum amount of product (1.0 means a 100% yield; for example, 0.34 means a 34% yield).. This data is from Reaction yield outcomes from USPTO patents with 853,638 reactions. (1) The reactants are Br[CH2:2][C:3]1[CH:8]=[CH:7][C:6]([F:9])=[C:5]([F:10])[C:4]=1[CH2:11]Br.[N+:13]([CH2:15][C:16]([O:18][CH2:19][CH3:20])=[O:17])#[C-:14].C([O-])([O-])=O.[K+].[K+]. The catalyst is S([O-])(O)(=O)=O.C([N+](CCCC)(CCCC)CCCC)CCC.C(#N)C. The product is [CH2:19]([O:18][C:16]([C:15]1([N+:13]#[C-:14])[CH2:11][C:4]2[C:3](=[CH:8][CH:7]=[C:6]([F:9])[C:5]=2[F:10])[CH2:2]1)=[O:17])[CH3:20]. The yield is 0.237. (2) The reactants are [CH3:1][C:2]1[CH:3]=[C:4]([CH:7]=[CH:8][C:9]=1[N+:10]([O-])=O)[C:5]#[N:6]. The catalyst is CC(O)=O.CCOC(C)=O.[Fe]. The product is [NH2:10][C:9]1[CH:8]=[CH:7][C:4]([C:5]#[N:6])=[CH:3][C:2]=1[CH3:1]. The yield is 0.920.